From a dataset of Peptide-MHC class II binding affinity with 134,281 pairs from IEDB. Regression. Given a peptide amino acid sequence and an MHC pseudo amino acid sequence, predict their binding affinity value. This is MHC class II binding data. (1) The peptide sequence is VKGDPVGILYAVFKA. The MHC is HLA-DQA10102-DQB10602 with pseudo-sequence HLA-DQA10102-DQB10602. The binding affinity (normalized) is 0.508. (2) The peptide sequence is GELQIVDKIDAAFFI. The MHC is DRB1_0701 with pseudo-sequence DRB1_0701. The binding affinity (normalized) is 0.381.